This data is from Catalyst prediction with 721,799 reactions and 888 catalyst types from USPTO. The task is: Predict which catalyst facilitates the given reaction. (1) Reactant: C([NH:4][C:5]1[CH:9]=[C:8]([Cl:10])[N:7]([C:11]2[CH:16]=[CH:15][C:14]([Br:17])=[CH:13][CH:12]=2)[C:6]=1[C:18]([O:20][CH2:21][CH3:22])=[O:19])(=O)C.Cl. Product: [ClH:10].[NH2:4][C:5]1[CH:9]=[C:8]([Cl:10])[N:7]([C:11]2[CH:12]=[CH:13][C:14]([Br:17])=[CH:15][CH:16]=2)[C:6]=1[C:18]([O:20][CH2:21][CH3:22])=[O:19]. The catalyst class is: 8. (2) Reactant: [N+](C1C=CC([O:10][C:11]([N:13]2[CH2:17][C@@H:16]([N:18]([CH2:31][C:32]3[CH:37]=[C:36]([C:38]([F:41])([F:40])[F:39])[CH:35]=[C:34]([C:42]([F:45])([F:44])[F:43])[CH:33]=3)[C:19]3[N:24]=[CH:23][C:22]([C:25]4[CH:26]=[N:27][N:28]([CH3:30])[CH:29]=4)=[CH:21][N:20]=3)[CH2:15][C@H:14]2[CH2:46][CH3:47])=O)=CC=1)([O-])=O.Cl.COC([C@H]1CC[C@H](CN)CC1)=O.[CH2:61]([N:63](CC)[CH2:64]C)C.[Cl-].[NH4+]. Product: [CH3:61][N:63]([CH3:64])[C:11]([N:13]1[CH2:17][C@@H:16]([N:18]([CH2:31][C:32]2[CH:33]=[C:34]([C:42]([F:43])([F:45])[F:44])[CH:35]=[C:36]([C:38]([F:41])([F:39])[F:40])[CH:37]=2)[C:19]2[N:24]=[CH:23][C:22]([C:25]3[CH:26]=[N:27][N:28]([CH3:30])[CH:29]=3)=[CH:21][N:20]=2)[CH2:15][C@H:14]1[CH2:46][CH3:47])=[O:10]. The catalyst class is: 3. (3) Reactant: CCN(C(C)C)C(C)C.[C:10]([O:14][C:15]([N:17]1[C@H:22]([C:23]([OH:25])=[O:24])[CH2:21][C@@H:20]2[C@H:18]1[CH2:19]2)=[O:16])([CH3:13])([CH3:12])[CH3:11].Br[CH2:27][C:28]([C:30]1[CH:35]=[CH:34][CH:33]=[C:32]([Br:36])[CH:31]=1)=[O:29]. Product: [C@@H:18]12[CH2:19][C@@H:20]1[CH2:21][C@@H:22]([C:23]([O:25][CH2:27][C:28]([C:30]1[CH:35]=[CH:34][CH:33]=[C:32]([Br:36])[CH:31]=1)=[O:29])=[O:24])[N:17]2[C:15]([O:14][C:10]([CH3:13])([CH3:11])[CH3:12])=[O:16]. The catalyst class is: 10. (4) Product: [N:21]1([CH2:20][CH2:19][O:18][C:11]2[C:12]3[C:17](=[CH:16][CH:15]=[CH:14][CH:13]=3)[C:8]([NH2:7])=[CH:9][CH:10]=2)[CH2:26][CH2:25][CH2:24][CH2:23][CH2:22]1. Reactant: C(OC(=O)[NH:7][C:8]1[C:17]2[C:12](=[CH:13][CH:14]=[CH:15][CH:16]=2)[C:11]([O:18][CH2:19][CH2:20][N:21]2[CH2:26][CH2:25][CH2:24][CH2:23][CH2:22]2)=[CH:10][CH:9]=1)(C)(C)C.Cl. The catalyst class is: 8. (5) Reactant: Cl[CH:2]([Si:4]([CH3:7])([CH3:6])[CH3:5])[CH3:3].[CH2:8]([NH2:15])[C:9]1[CH:14]=[CH:13][CH:12]=[CH:11][CH:10]=1. Product: [CH2:8]([NH:15][CH:2]([Si:4]([CH3:7])([CH3:6])[CH3:5])[CH3:3])[C:9]1[CH:14]=[CH:13][CH:12]=[CH:11][CH:10]=1. The catalyst class is: 25. (6) Reactant: Cl[C:2]1[N:3]=[C:4]([N:12]2[CH2:17][CH2:16][O:15][CH2:14][CH2:13]2)[C:5]2[S:10][C:9](I)=[N:8][C:6]=2[N:7]=1.[CH3:18][S:19]([C:22]1[CH:23]=[C:24](B(O)O)[CH:25]=[CH:26][CH:27]=1)(=[O:21])=[O:20].C(=O)([O-])[O-].[Na+].[Na+].[C:37](#[N:39])[CH3:38]. Product: [CH3:18][S:19]([C:22]1[CH:23]=[C:24]([C:9]2[S:10][C:5]3[C:4]([N:12]4[CH2:17][CH2:16][O:15][CH2:14][CH2:13]4)=[N:3][C:2]([C:38]4[CH:37]=[N:39][C:2]([NH2:7])=[N:3][CH:4]=4)=[N:7][C:6]=3[N:8]=2)[CH:25]=[CH:26][CH:27]=1)(=[O:21])=[O:20]. The catalyst class is: 189. (7) Reactant: [C:1]1([CH3:14])[CH:6]=[CH:5][C:4]([C:7]#[C:8][CH:9]([OH:13])[CH2:10][CH:11]=[CH2:12])=[CH:3][CH:2]=1. Product: [C:1]1([CH3:14])[CH:2]=[CH:3][C:4]([C:7]23[CH2:12][CH:11]2[CH2:10][C:9](=[O:13])[CH2:8]3)=[CH:5][CH:6]=1. The catalyst class is: 11.